From a dataset of Forward reaction prediction with 1.9M reactions from USPTO patents (1976-2016). Predict the product of the given reaction. (1) Given the reactants [C:1]1([N:7]2[CH2:12][CH2:11][N:10]([C:13]([C:15]3[CH:20]=[CH:19][C:18]([NH:21][CH2:22][C:23]4[CH:30]=[CH:29][C:26]([C:27]#[N:28])=[CH:25][CH:24]=4)=[CH:17][CH:16]=3)=[O:14])[CH2:9][CH2:8]2)[CH:6]=[CH:5][CH:4]=[CH:3][CH:2]=1.[C:31]1([S:37](Cl)(=[O:39])=[O:38])[CH:36]=[CH:35][CH:34]=[CH:33][CH:32]=1.N1C=CC=CC=1, predict the reaction product. The product is: [C:27]([C:26]1[CH:25]=[CH:24][C:23]([CH2:22][N:21]([C:18]2[CH:19]=[CH:20][C:15]([C:13]([N:10]3[CH2:11][CH2:12][N:7]([C:1]4[CH:6]=[CH:5][CH:4]=[CH:3][CH:2]=4)[CH2:8][CH2:9]3)=[O:14])=[CH:16][CH:17]=2)[S:37]([C:31]2[CH:36]=[CH:35][CH:34]=[CH:33][CH:32]=2)(=[O:39])=[O:38])=[CH:30][CH:29]=1)#[N:28]. (2) The product is: [Br:1][C:2]1[CH:10]=[CH:9][C:8]2[C:4](=[CH:5][N:6]([CH2:23][CH:21]3[CH2:22][N:19]([C:17]([O:16][C:12]([CH3:13])([CH3:15])[CH3:14])=[O:18])[CH2:20]3)[N:7]=2)[C:3]=1[CH3:11]. Given the reactants [Br:1][C:2]1[C:3]([CH3:11])=[C:4]2[C:8](=[CH:9][CH:10]=1)[NH:7][N:6]=[CH:5]2.[C:12]([O:16][C:17]([N:19]1[CH2:22][CH:21]([CH2:23]OS(C2C=CC(C)=CC=2)(=O)=O)[CH2:20]1)=[O:18])([CH3:15])([CH3:14])[CH3:13].C[Si]([N-][Si](C)(C)C)(C)C.[Na+].C(OCC)(=O)C, predict the reaction product.